This data is from Reaction yield outcomes from USPTO patents with 853,638 reactions. The task is: Predict the reaction yield, written as a fraction of the theoretical maximum amount of product (1.0 means a 100% yield; for example, 0.34 means a 34% yield). (1) The reactants are Cl.C([O:9][C:10]1[CH:19]=[C:18]2[C:13]([C:14]([Cl:20])=[CH:15][N:16]=[N:17]2)=[CH:12][C:11]=1[O:21][CH3:22])C1C=CC=CC=1. The catalyst is C(O)(C(F)(F)F)=O. The product is [Cl:20][C:14]1[C:13]2[C:18](=[CH:19][C:10]([OH:9])=[C:11]([O:21][CH3:22])[CH:12]=2)[N:17]=[N:16][CH:15]=1. The yield is 0.940. (2) The reactants are C([BH3-])#N.[Na+].[CH2:5]([O:8][C:9]([C:11]1[N:12]([NH2:16])[CH:13]=[CH:14][CH:15]=1)=[O:10])[CH:6]=[CH2:7].[F:17][C:18]1[CH:25]=[CH:24][C:21]([CH:22]=O)=[CH:20][CH:19]=1.C(O)(=O)C. The catalyst is CO. The product is [CH2:5]([O:8][C:9]([C:11]1[N:12]([NH:16][CH2:22][C:21]2[CH:24]=[CH:25][C:18]([F:17])=[CH:19][CH:20]=2)[CH:13]=[CH:14][CH:15]=1)=[O:10])[CH:6]=[CH2:7]. The yield is 0.370. (3) The reactants are [CH3:1][S:2][C:3]1[CH:8]=[CH:7][N:6]=[C:5]([C:9]2[CH:10]=[N:11][C:12]([N:15]3[C:23]4[C:18](=[CH:19][CH:20]=[C:21]([C:24]([OH:26])=O)[CH:22]=4)[C:17]4([CH2:28][CH2:27]4)[CH2:16]3)=[N:13][CH:14]=2)[CH:4]=1.CN(C(ON1N=NC2C=CC=CC1=2)=[N+](C)C)C.[B-](F)(F)(F)F.C[N:52]1[CH2:57][CH2:56][O:55][CH2:54][CH2:53]1.N1CCOCC1. The catalyst is CN(C=O)C. The product is [CH3:1][S:2][C:3]1[CH:8]=[CH:7][N:6]=[C:5]([C:9]2[CH:10]=[N:11][C:12]([N:15]3[C:23]4[C:18](=[CH:19][CH:20]=[C:21]([C:24]([N:52]5[CH2:57][CH2:56][O:55][CH2:54][CH2:53]5)=[O:26])[CH:22]=4)[C:17]4([CH2:28][CH2:27]4)[CH2:16]3)=[N:13][CH:14]=2)[CH:4]=1. The yield is 0.826. (4) The reactants are [Br:1][C:2]1[CH:7]=[CH:6][C:5]([OH:8])=[CH:4][CH:3]=1.[CH2:9](Br)[C:10]([C:12]1[CH:17]=[CH:16][CH:15]=[CH:14][CH:13]=1)=[O:11].C(=O)([O-])[O-].[K+].[K+]. The catalyst is C(#N)C. The product is [Br:1][C:2]1[CH:7]=[CH:6][C:5]([O:8][CH2:9][C:10]([C:12]2[CH:17]=[CH:16][CH:15]=[CH:14][CH:13]=2)=[O:11])=[CH:4][CH:3]=1. The yield is 0.860. (5) The reactants are Br[C:2]1[N:6]([C:7]2[CH:12]=[CH:11][C:10]([C:13]#[N:14])=[CH:9][C:8]=2[CH3:15])[C:5]([CH2:16][CH2:17][C:18]([O:20][CH2:21][CH3:22])=[O:19])=[CH:4][CH:3]=1.C1[C:29]2[CH:28]=[CH:27][C:26]([O:30]B(OO)OO)=[CH:25][C:24]1=2.[C:36](=O)(O)[O-:37].[Na+]. The catalyst is C1C=CC([P]([Pd]([P](C2C=CC=CC=2)(C2C=CC=CC=2)C2C=CC=CC=2)([P](C2C=CC=CC=2)(C2C=CC=CC=2)C2C=CC=CC=2)[P](C2C=CC=CC=2)(C2C=CC=CC=2)C2C=CC=CC=2)(C2C=CC=CC=2)C2C=CC=CC=2)=CC=1. The product is [O:30]1[C:26]2[CH:27]=[CH:28][C:29]([C:2]3[N:6]([C:7]4[CH:12]=[CH:11][C:10]([C:13]#[N:14])=[CH:9][C:8]=4[CH3:15])[C:5]([CH2:16][CH2:17][C:18]([O:20][CH2:21][CH3:22])=[O:19])=[CH:4][CH:3]=3)=[CH:24][C:25]=2[O:37][CH2:36]1. The yield is 0.690. (6) The reactants are C[O:2][C:3](=[O:29])[CH2:4][CH2:5][CH2:6][CH2:7][C:8]1[CH:9]=[N:10][N:11]2[C:16]([NH:17][CH:18]3[CH2:20][CH2:19]3)=[N:15][C:14]([NH:21][C:22]3[CH:27]=[CH:26][CH:25]=[C:24]([NH2:28])[CH:23]=3)=[N:13][C:12]=12.[OH-].[Na+]. The catalyst is CO.O. The product is [NH2:28][C:24]1[CH:23]=[C:22]([NH:21][C:14]2[N:15]=[C:16]([NH:17][CH:18]3[CH2:19][CH2:20]3)[N:11]3[N:10]=[CH:9][C:8]([CH2:7][CH2:6][CH2:5][CH2:4][C:3]([OH:29])=[O:2])=[C:12]3[N:13]=2)[CH:27]=[CH:26][CH:25]=1. The yield is 0.900.